From a dataset of Forward reaction prediction with 1.9M reactions from USPTO patents (1976-2016). Predict the product of the given reaction. Given the reactants [C:1]([C:5]1[CH:10]=[CH:9][C:8]([S:11]([NH:14][C:15]2[CH:16]=[C:17]3[C:21](=[CH:22][CH:23]=2)[NH:20][C:19]([C:24](O)=[O:25])=[C:18]3[C:27]2[CH:32]=[CH:31][N:30]=[CH:29][CH:28]=2)(=[O:13])=[O:12])=[CH:7][CH:6]=1)([CH3:4])([CH3:3])[CH3:2].[NH2:33][CH2:34][CH2:35][N:36]1[CH2:41][CH2:40][O:39][CH2:38][CH2:37]1, predict the reaction product. The product is: [N:36]1([CH2:35][CH2:34][NH:33][C:24]([C:19]2[NH:20][C:21]3[C:17]([C:18]=2[C:27]2[CH:28]=[CH:29][N:30]=[CH:31][CH:32]=2)=[CH:16][C:15]([NH:14][S:11]([C:8]2[CH:7]=[CH:6][C:5]([C:1]([CH3:2])([CH3:3])[CH3:4])=[CH:10][CH:9]=2)(=[O:13])=[O:12])=[CH:23][CH:22]=3)=[O:25])[CH2:41][CH2:40][O:39][CH2:38][CH2:37]1.